Regression. Given a peptide amino acid sequence and an MHC pseudo amino acid sequence, predict their binding affinity value. This is MHC class I binding data. From a dataset of Peptide-MHC class I binding affinity with 185,985 pairs from IEDB/IMGT. (1) The peptide sequence is RPEIDVLPF. The MHC is HLA-B54:01 with pseudo-sequence HLA-B54:01. The binding affinity (normalized) is 0.183. (2) The binding affinity (normalized) is 0.743. The MHC is HLA-B07:02 with pseudo-sequence YYSEYRNIYAQTDESNLYLSYDYYTWAERAYEWY. The peptide sequence is SVRDRLARL. (3) The peptide sequence is PTDYAKPQY. The MHC is HLA-A80:01 with pseudo-sequence HLA-A80:01. The binding affinity (normalized) is 0.212. (4) The peptide sequence is ASAKAAAAV. The MHC is HLA-A68:02 with pseudo-sequence HLA-A68:02. The binding affinity (normalized) is 0.394. (5) The peptide sequence is YARYVLQKL. The MHC is HLA-B07:02 with pseudo-sequence HLA-B07:02. The binding affinity (normalized) is 0.613. (6) The peptide sequence is NAFGWENAY. The MHC is HLA-B15:01 with pseudo-sequence HLA-B15:01. The binding affinity (normalized) is 0.336. (7) The peptide sequence is FRRFTQAIY. The MHC is HLA-A26:01 with pseudo-sequence HLA-A26:01. The binding affinity (normalized) is 0.0847. (8) The binding affinity (normalized) is 0.0908. The peptide sequence is EAVYGNIKHK. The MHC is HLA-A03:01 with pseudo-sequence HLA-A03:01.